From a dataset of Catalyst prediction with 721,799 reactions and 888 catalyst types from USPTO. Predict which catalyst facilitates the given reaction. (1) Reactant: [CH2:1]([N:3]1[CH:12]=[C:11]([C:13]([OH:15])=O)[C:10]2[C:5](=[CH:6][C:7]([O:18][CH3:19])=[C:8]([O:16][CH3:17])[CH:9]=2)[C:4]1=[O:20])[CH3:2].CN(C(ON1N=NC2C=CC=NC1=2)=[N+](C)C)C.F[P-](F)(F)(F)(F)F.[CH3:45][O:46][CH2:47][CH2:48][O:49][C:50]1[CH:55]=[C:54]([CH3:56])[CH:53]=[CH:52][C:51]=1[CH2:57][NH2:58].C(N(CC)CC)C. Product: [CH2:1]([N:3]1[CH:12]=[C:11]([C:13]([NH:58][CH2:57][C:51]2[CH:52]=[CH:53][C:54]([CH3:56])=[CH:55][C:50]=2[O:49][CH2:48][CH2:47][O:46][CH3:45])=[O:15])[C:10]2[C:5](=[CH:6][C:7]([O:18][CH3:19])=[C:8]([O:16][CH3:17])[CH:9]=2)[C:4]1=[O:20])[CH3:2]. The catalyst class is: 80. (2) Reactant: [Br:1][C:2]1[CH:3]=[C:4]([CH:8]=[C:9]([I:11])[CH:10]=1)[C:5](O)=[O:6].Cl.[CH3:13][NH:14][CH3:15].CCN(C(C)C)C(C)C. Product: [Br:1][C:2]1[CH:3]=[C:4]([CH:8]=[C:9]([I:11])[CH:10]=1)[C:5]([N:14]([CH3:15])[CH3:13])=[O:6]. The catalyst class is: 309. (3) Reactant: Cl[CH2:2][CH2:3][C:4]([C:9]1[CH:14]=[CH:13][CH:12]=[CH:11][CH:10]=1)([OH:8])[CH2:5][CH:6]=[CH2:7].[CH2:15]([NH2:23])[CH2:16][C:17]1[CH:22]=[CH:21][CH:20]=[CH:19][CH:18]=1.C([O-])([O-])=O.[K+].[K+]. Product: [CH2:15]([NH:23][CH2:2][CH2:3][C:4]([C:9]1[CH:14]=[CH:13][CH:12]=[CH:11][CH:10]=1)([OH:8])[CH2:5][CH:6]=[CH2:7])[CH2:16][C:17]1[CH:22]=[CH:21][CH:20]=[CH:19][CH:18]=1. The catalyst class is: 23. (4) Reactant: [NH2:1][CH2:2][CH2:3][N:4]1[CH2:9][CH2:8][CH:7]([CH2:10][NH:11][C:12](=[O:27])[C:13]2[CH:18]=[C:17]([C:19]([F:22])([F:21])[F:20])[CH:16]=[C:15]([C:23]([F:26])([F:25])[F:24])[CH:14]=2)[CH2:6][CH2:5]1.[C:28]([N:32]=[C:33]=[O:34])([CH3:31])([CH3:30])[CH3:29].CO. Product: [C:28]([NH:32][C:33](=[O:34])[NH:1][CH2:2][CH2:3][N:4]1[CH2:5][CH2:6][CH:7]([CH2:10][NH:11][C:12](=[O:27])[C:13]2[CH:18]=[C:17]([C:19]([F:21])([F:22])[F:20])[CH:16]=[C:15]([C:23]([F:24])([F:25])[F:26])[CH:14]=2)[CH2:8][CH2:9]1)([CH3:31])([CH3:30])[CH3:29]. The catalyst class is: 2. (5) Reactant: C([N:8]1[C:16]2[C:11](=[N:12][C:13]([C:18]([F:21])([F:20])[F:19])=[N:14][C:15]=2[NH2:17])[N:10]=[CH:9]1)C1C=CC=CC=1.[CH:22]([OH:24])=[O:23].[H][H]. Product: [CH:22]([OH:24])=[O:23].[F:20][C:18]([F:19])([F:21])[C:13]1[N:12]=[C:11]2[C:16]([NH:8][CH:9]=[N:10]2)=[C:15]([NH2:17])[N:14]=1. The catalyst class is: 261. (6) Reactant: [Cl:1][C:2]1[CH:3]=[C:4]([N:22]([CH2:29][CH3:30])[C@H:23]2[C@H:27]([OH:28])[CH2:26][O:25][CH2:24]2)[C:5]([CH3:21])=[C:6]([CH:20]=1)[C:7]([NH:9][CH2:10][C:11]1[C:12]([CH3:19])=[N:13][N:14]([CH3:18])[C:15]=1[O:16]C)=[O:8].[Na+].[I-].C[Si](Cl)(C)C. Product: [Cl:1][C:2]1[CH:3]=[C:4]([N:22]([CH2:29][CH3:30])[C@H:23]2[C@H:27]([OH:28])[CH2:26][O:25][CH2:24]2)[C:5]([CH3:21])=[C:6]([CH:20]=1)[C:7]([NH:9][CH2:10][C:11]1[C:15](=[O:16])[N:14]([CH3:18])[NH:13][C:12]=1[CH3:19])=[O:8]. The catalyst class is: 10.